Dataset: Forward reaction prediction with 1.9M reactions from USPTO patents (1976-2016). Task: Predict the product of the given reaction. Given the reactants [F:1][C:2]1[CH:3]=[C:4]([CH:8]2[S:13][CH2:12][CH2:11][CH2:10][S:9]2)[CH:5]=[CH:6][CH:7]=1.[Li]CCCC.[F:19][CH:20]([F:31])[O:21][C:22]1[CH:29]=[CH:28][C:25]([CH:26]=[O:27])=[CH:24][C:23]=1[CH3:30], predict the reaction product. The product is: [F:19][CH:20]([F:31])[O:21][C:22]1[CH:29]=[CH:28][C:25]([CH:26]([C:8]2([C:4]3[CH:5]=[CH:6][CH:7]=[C:2]([F:1])[CH:3]=3)[S:9][CH2:10][CH2:11][CH2:12][S:13]2)[OH:27])=[CH:24][C:23]=1[CH3:30].